Dataset: HIV replication inhibition screening data with 41,000+ compounds from the AIDS Antiviral Screen. Task: Binary Classification. Given a drug SMILES string, predict its activity (active/inactive) in a high-throughput screening assay against a specified biological target. (1) The molecule is COc1ccc(C=C(C)C=O)cc1. The result is 0 (inactive). (2) The molecule is C[S+]1CC2C3CC(C#N)C(C3)C2C1. The result is 0 (inactive). (3) The compound is CSc1c(C(=O)Nc2ccc(C)cc2)c(N)n(N)c(=O)c1C#N. The result is 0 (inactive). (4) The drug is Cc1cccc2c(=O)c3c(O)cc(O)cc3n(C)c12. The result is 1 (active). (5) The drug is CC(=O)OC1(C)C=Cc2ccccc2C1=NS(=O)(=O)c1ccccc1. The result is 0 (inactive). (6) The molecule is COC(=O)NC(Cc1ccccc1)NC(=O)OC(C)(C)C. The result is 0 (inactive). (7) The molecule is CC(C)c1ccc(C=C2CSCC3=C2NC(=S)NC3c2ccc(C(C)C)cc2)cc1. The result is 0 (inactive).